Dataset: Reaction yield outcomes from USPTO patents with 853,638 reactions. Task: Predict the reaction yield, written as a fraction of the theoretical maximum amount of product (1.0 means a 100% yield; for example, 0.34 means a 34% yield). (1) The reactants are [NH:1]([C:3]([NH:8][C:9]1[CH:14]=[CH:13][C:12]([CH3:15])=[CH:11][CH:10]=1)=[CH:4][N+:5]([O-:7])=[O:6])[NH2:2].[C:16](OCC)(OCC)(OCC)[CH3:17]. The catalyst is CCO. The yield is 0.860. The product is [CH3:16][C:17]1[N:8]([C:9]2[CH:14]=[CH:13][C:12]([CH3:15])=[CH:11][CH:10]=2)[C:3]([CH2:4][N+:5]([O-:7])=[O:6])=[N:1][N:2]=1. (2) The reactants are Cl.[Br:2][C:3]1[CH:9]=[CH:8][C:6]([NH2:7])=[CH:5][C:4]=1[C:10]([F:13])([F:12])[F:11].Cl[C:15](OC(Cl)(Cl)Cl)=[O:16]. The catalyst is C1(C)C=CC=CC=1. The product is [Br:2][C:3]1[CH:9]=[CH:8][C:6]([N:7]=[C:15]=[O:16])=[CH:5][C:4]=1[C:10]([F:11])([F:12])[F:13]. The yield is 0.860. (3) The reactants are [Br:1]Br.[Cl:3][C:4]1[CH:9]=[CH:8][C:7]([CH2:10][C:11]([C:13]2[CH:14]=[C:15]([C:31]([NH:33][CH3:34])=[O:32])[C:16](=[O:30])[N:17]([C:20]3[CH:25]=[CH:24][CH:23]=[C:22]([C:26]([F:29])([F:28])[F:27])[CH:21]=3)[C:18]=2[CH3:19])=[O:12])=[CH:6][CH:5]=1. The catalyst is C(O)(=O)C.C1COCC1. The product is [Br:1][CH:10]([C:7]1[CH:8]=[CH:9][C:4]([Cl:3])=[CH:5][CH:6]=1)[C:11]([C:13]1[CH:14]=[C:15]([C:31]([NH:33][CH3:34])=[O:32])[C:16](=[O:30])[N:17]([C:20]2[CH:25]=[CH:24][CH:23]=[C:22]([C:26]([F:29])([F:28])[F:27])[CH:21]=2)[C:18]=1[CH3:19])=[O:12]. The yield is 0.950. (4) The reactants are [Cl:1][C:2]1[CH:3]=[C:4]([C:8](=[O:12])[CH2:9][CH2:10][I:11])[CH:5]=[CH:6][CH:7]=1.CC(C)=O.OS(O)(=O)=O.O=[Cr](=O)=O. The catalyst is CC(C)=O.CCOC(C)=O.O. The product is [Cl:1][C:2]1[CH:3]=[C:4]([C@H:8]([OH:12])[CH2:9][CH2:10][I:11])[CH:5]=[CH:6][CH:7]=1. The yield is 0.900. (5) The reactants are [Br:1][C:2]1[C:7]([N+:8]([O-])=O)=[CH:6][CH:5]=[CH:4][C:3]=1[O:11][CH3:12].C([O-])([O-])=O.[Na+].[Na+]. The catalyst is C(O)(=O)C.C(O)C.O.[Fe]. The product is [Br:1][C:2]1[C:3]([O:11][CH3:12])=[CH:4][CH:5]=[CH:6][C:7]=1[NH2:8]. The yield is 0.910. (6) The reactants are [NH2:1][C:2]1[C:11]2[CH:10]=[CH:9][CH:8]=[C:7](Br)[C:6]=2[N:5]=[C:4]2[CH2:13][N:14]([CH:17]3[CH2:19][CH2:18]3)[C:15](=[O:16])[C:3]=12.[F:20][C:21]1[C:26](B(O)O)=[CH:25][CH:24]=[C:23]([CH3:30])[N:22]=1. No catalyst specified. The product is [NH2:1][C:2]1[C:11]2[CH:10]=[CH:9][CH:8]=[C:7]([C:26]3[C:21]([F:20])=[N:22][C:23]([CH3:30])=[CH:24][CH:25]=3)[C:6]=2[N:5]=[C:4]2[CH2:13][N:14]([CH:17]3[CH2:19][CH2:18]3)[C:15](=[O:16])[C:3]=12. The yield is 0.650. (7) The reactants are [CH2:1]=O.Cl.[CH2:4]([NH:11][CH2:12][CH2:13][CH2:14][Cl:15])[C:5]1[CH:10]=[CH:9][CH:8]=[CH:7][CH:6]=1.[P:16]([O-])([O:21][CH2:22][CH3:23])([O:18][CH2:19][CH3:20])=[O:17]. The catalyst is O1CCOCC1. The product is [CH2:4]([N:11]([CH2:1][P:16]([O:21][CH2:22][CH3:23])([O:18][CH2:19][CH3:20])=[O:17])[CH2:12][CH2:13][CH2:14][Cl:15])[C:5]1[CH:10]=[CH:9][CH:8]=[CH:7][CH:6]=1. The yield is 0.630. (8) The reactants are [CH2:1]([N:3]([CH2:6]C)[CH2:4]C)[CH3:2].C1C=CC2N([OH:17])N=NC=2C=1.CCN=C=NCCCN(C)C.[NH2:29][C:30]1[CH:35]=[CH:34][C:33]([N:36]2[C:40]([CH2:41][CH2:42][CH3:43])=[C:39]([C:44]([NH:46][CH:47]3[CH2:49][CH2:48]3)=[O:45])[N:38]=[N:37]2)=[CH:32][CH:31]=1. The catalyst is ClCCl.Cl.CN(C)CC(O)=O. The product is [CH:47]1([NH:46][C:44]([C:39]2[N:38]=[N:37][N:36]([C:33]3[CH:34]=[CH:35][C:30]([NH:29][C:2](=[O:17])[CH2:1][N:3]([CH3:6])[CH3:4])=[CH:31][CH:32]=3)[C:40]=2[CH2:41][CH2:42][CH3:43])=[O:45])[CH2:48][CH2:49]1. The yield is 0.240. (9) The reactants are [Br:1][C:2]1[CH:13]=[CH:12][CH:11]=[CH:10][C:3]=1[CH2:4][CH2:5][S:6](Cl)(=[O:8])=[O:7].[F:14][C:15]1[CH:21]=[CH:20][CH:19]=[CH:18][C:16]=1[NH2:17].N1C=CC=CC=1. The catalyst is ClCCl.Cl. The product is [Br:1][C:2]1[CH:13]=[CH:12][CH:11]=[CH:10][C:3]=1[CH2:4][CH2:5][S:6]([NH:17][C:16]1[CH:18]=[CH:19][CH:20]=[CH:21][C:15]=1[F:14])(=[O:8])=[O:7]. The yield is 0.640. (10) The reactants are [C:1]([C:5]1[CH:6]=[C:7]2[C:12](=[CH:13][CH:14]=1)[C:11](=[O:15])[N:10]([C:16]1[C:17]([CH:34]=[O:35])=[C:18]([N:22]3[C:30]4[C:25](=[CH:26][CH:27]=[CH:28][CH:29]=4)[C:24]([C:31]([NH2:33])=[O:32])=[CH:23]3)[CH:19]=[CH:20][CH:21]=1)[N:9]=[CH:8]2)([CH3:4])([CH3:3])[CH3:2].C(C1C=C2C(=CC=1)C(=O)N(C1C(C=O)=C(N3C4C(=CC=CC=4)C(C#N)=C3)C=CC=1)N=C2)(C)(C)C. No catalyst specified. The product is [C:1]([C:5]1[CH:6]=[C:7]2[C:12](=[CH:13][CH:14]=1)[C:11](=[O:15])[N:10]([C:16]1[C:17]([CH2:34][OH:35])=[C:18]([N:22]3[C:30]4[C:25](=[CH:26][CH:27]=[CH:28][CH:29]=4)[C:24]([C:31]([NH2:33])=[O:32])=[CH:23]3)[CH:19]=[CH:20][CH:21]=1)[N:9]=[CH:8]2)([CH3:4])([CH3:2])[CH3:3]. The yield is 0.630.